This data is from Cav3 T-type calcium channel HTS with 100,875 compounds. The task is: Binary Classification. Given a drug SMILES string, predict its activity (active/inactive) in a high-throughput screening assay against a specified biological target. (1) The result is 0 (inactive). The molecule is o1nc2CCc3nnccc3c2n1. (2) The molecule is O=C1N(C(\C(C1=O)=C(/O)c1ccc(OCC(C)C)cc1)c1ccncc1)CCCOC. The result is 0 (inactive). (3) The compound is O=C(Nc1cc(ccc1)C(OC)=O)C12CC3(n4ncnc4)CC(C1)CC(C3)C2. The result is 0 (inactive). (4) The compound is O1CCN(CC1)c1c(NC(=O)Cn2nc(nn2)c2ccccc2)cccc1. The result is 0 (inactive). (5) The drug is Brc1n(c2c(n(c(=O)n(c2=O)C)C)n1)Cc1cc2c(cc1)cccc2. The result is 0 (inactive).